From a dataset of Forward reaction prediction with 1.9M reactions from USPTO patents (1976-2016). Predict the product of the given reaction. (1) Given the reactants C(Cl)CCl.C1C=CC2N(O)N=NC=2C=1.[C:15]([O:19][C:20]([NH:22][CH:23]([CH2:27][C:28]1[CH:33]=[CH:32][C:31]([O:34][CH3:35])=[CH:30][C:29]=1[OH:36])[C:24]([OH:26])=O)=[O:21])([CH3:18])([CH3:17])[CH3:16].FC(F)(F)C(O)=O.[CH2:44]([O:48][C:49]1([C:53]2[CH:58]=[CH:57][CH:56]=[CH:55][C:54]=2[CH3:59])[CH2:52][NH:51][CH2:50]1)[CH2:45][CH2:46][CH3:47].C(N(C(C)C)CC)(C)C.Cl, predict the reaction product. The product is: [CH2:44]([O:48][C:49]1([C:53]2[CH:58]=[CH:57][CH:56]=[CH:55][C:54]=2[CH3:59])[CH2:50][N:51]([C:24](=[O:26])[CH:23]([NH:22][C:20](=[O:21])[O:19][C:15]([CH3:16])([CH3:17])[CH3:18])[CH2:27][C:28]2[CH:33]=[CH:32][C:31]([O:34][CH3:35])=[CH:30][C:29]=2[OH:36])[CH2:52]1)[CH2:45][CH2:46][CH3:47]. (2) Given the reactants C[O:2][C:3](=[O:23])[CH:4]([C:12]1[CH:17]=[CH:16][C:15]([S:18]([CH3:21])(=[O:20])=[O:19])=[C:14]([Cl:22])[CH:13]=1)[CH2:5][C@H:6]1[CH2:11][CH2:10][CH2:9][S:8][CH2:7]1.[OH-].[Li+], predict the reaction product. The product is: [Cl:22][C:14]1[CH:13]=[C:12]([CH:4]([CH2:5][C@H:6]2[CH2:11][CH2:10][CH2:9][S:8][CH2:7]2)[C:3]([OH:23])=[O:2])[CH:17]=[CH:16][C:15]=1[S:18]([CH3:21])(=[O:20])=[O:19]. (3) Given the reactants Cl.Cl.[CH2:3]([N:6]([CH2:23][CH2:24][NH2:25])[C:7]([CH:9]1[CH2:14][CH2:13][N:12]([C:15]2[CH:20]=[CH:19][C:18](=[O:21])[N:17]([CH3:22])[N:16]=2)[CH2:11][CH2:10]1)=[O:8])[CH:4]=[CH2:5].[C:26]1([S:32]([N:35]2[C:43]3[C:38](=[CH:39][CH:40]=[C:41]([S:44](Cl)(=[O:46])=[O:45])[CH:42]=3)[C:37]([Cl:48])=[CH:36]2)(=[O:34])=[O:33])[CH:31]=[CH:30][CH:29]=[CH:28][CH:27]=1.C(N(CC)C(C)C)(C)C.S([O-])(O)(=O)=O.[K+].C(=O)([O-])O.[Na+], predict the reaction product. The product is: [CH2:3]([N:6]([CH2:23][CH2:24][NH:25][S:44]([C:41]1[CH:42]=[C:43]2[C:38]([C:37]([Cl:48])=[CH:36][N:35]2[S:32]([C:26]2[CH:31]=[CH:30][CH:29]=[CH:28][CH:27]=2)(=[O:34])=[O:33])=[CH:39][CH:40]=1)(=[O:45])=[O:46])[C:7]([CH:9]1[CH2:14][CH2:13][N:12]([C:15]2[CH:20]=[CH:19][C:18](=[O:21])[N:17]([CH3:22])[N:16]=2)[CH2:11][CH2:10]1)=[O:8])[CH:4]=[CH2:5]. (4) Given the reactants [CH:1]([NH:5][C:6]1[S:7][C:8]2[C:13]([N:14]=1)=[CH:12][CH:11]=[C:10]([CH2:15][OH:16])[N:9]=2)([CH2:3][CH3:4])[CH3:2], predict the reaction product. The product is: [CH:1]([NH:5][C:6]1[S:7][C:8]2[C:13]([N:14]=1)=[CH:12][CH:11]=[C:10]([CH:15]=[O:16])[N:9]=2)([CH2:3][CH3:4])[CH3:2]. (5) Given the reactants [CH3:1][O:2][C:3]1[CH:4]=[C:5]2[C:10](=[CH:11][C:12]=1[O:13][CH2:14][C@H:15]1C[O:16]1)[N:9]=[CH:8][N:7]=[C:6]2[O:18][C:19]1[CH:20]=[C:21]2[C:25](=[CH:26][CH:27]=1)[NH:24][CH:23]=[C:22]2[CH3:28].[CH3:29][N:30]1[CH2:35][CH2:34][NH:33][CH2:32][CH2:31]1.[CH3:36]N(C=O)C, predict the reaction product. The product is: [OH:16][C@H:15]([CH2:29][N:30]1[CH2:35][CH2:34][N:33]([CH3:36])[CH2:32][CH2:31]1)[CH2:14][O:13][C:12]1[CH:11]=[C:10]2[C:5]([C:6]([O:18][C:19]3[CH:20]=[C:21]4[C:25](=[CH:26][CH:27]=3)[NH:24][CH:23]=[C:22]4[CH3:28])=[N:7][CH:8]=[N:9]2)=[CH:4][C:3]=1[O:2][CH3:1]. (6) Given the reactants [Br:1][C:2]1[CH:3]=[N:4][CH:5]=[C:6]([CH:9]=1)[CH:7]=O.Cl.[CH3:11][NH:12][CH3:13].[BH-](OC(C)=O)(OC(C)=O)OC(C)=O.[Na+], predict the reaction product. The product is: [Br:1][C:2]1[CH:9]=[C:6]([CH2:7][N:12]([CH3:13])[CH3:11])[CH:5]=[N:4][CH:3]=1.